Dataset: Full USPTO retrosynthesis dataset with 1.9M reactions from patents (1976-2016). Task: Predict the reactants needed to synthesize the given product. Given the product [CH3:18][C:17]1[C@H:8]([CH2:7][O:6][C:5]2[CH:4]=[C:3]([OH:2])[CH:24]=[C:23]([O:25][CH3:26])[CH:22]=2)[C@:9]2([CH3:21])[C@@H:14]([CH2:15][CH:16]=1)[C:13]([CH3:19])([CH3:20])[CH2:12][CH2:11][CH2:10]2, predict the reactants needed to synthesize it. The reactants are: C[O:2][C:3]1[CH:4]=[C:5]([CH:22]=[C:23]([O:25][CH3:26])[CH:24]=1)[O:6][CH2:7][C@H:8]1[C:17]([CH3:18])=[CH:16][CH2:15][C@@H:14]2[C@:9]1([CH3:21])[CH2:10][CH2:11][CH2:12][C:13]2([CH3:20])[CH3:19].